From a dataset of HIV replication inhibition screening data with 41,000+ compounds from the AIDS Antiviral Screen. Binary Classification. Given a drug SMILES string, predict its activity (active/inactive) in a high-throughput screening assay against a specified biological target. The result is 0 (inactive). The molecule is CCN(CC)C(=O)c1c2nc3c(C(=O)N(CC)CC)cc(O)c(C)c3oc-2c(C)c(=O)c1N.